Task: Regression. Given two drug SMILES strings and cell line genomic features, predict the synergy score measuring deviation from expected non-interaction effect.. Dataset: NCI-60 drug combinations with 297,098 pairs across 59 cell lines (1) Drug 1: C1=CC(=CC=C1CC(C(=O)O)N)N(CCCl)CCCl.Cl. Drug 2: CCC(=C(C1=CC=CC=C1)C2=CC=C(C=C2)OCCN(C)C)C3=CC=CC=C3.C(C(=O)O)C(CC(=O)O)(C(=O)O)O. Cell line: U251. Synergy scores: CSS=19.1, Synergy_ZIP=-6.54, Synergy_Bliss=-1.21, Synergy_Loewe=-4.32, Synergy_HSA=-1.96. (2) Drug 1: CCC1(CC2CC(C3=C(CCN(C2)C1)C4=CC=CC=C4N3)(C5=C(C=C6C(=C5)C78CCN9C7C(C=CC9)(C(C(C8N6C)(C(=O)OC)O)OC(=O)C)CC)OC)C(=O)OC)O.OS(=O)(=O)O. Drug 2: C1=NC2=C(N1)C(=S)N=CN2. Cell line: 786-0. Synergy scores: CSS=45.6, Synergy_ZIP=0.920, Synergy_Bliss=0.121, Synergy_Loewe=-1.18, Synergy_HSA=-1.31. (3) Cell line: MCF7. Synergy scores: CSS=1.35, Synergy_ZIP=-1.18, Synergy_Bliss=-1.61, Synergy_Loewe=-1.86, Synergy_HSA=-1.49. Drug 2: C1=CN(C=N1)CC(O)(P(=O)(O)O)P(=O)(O)O. Drug 1: CN1C(=O)N2C=NC(=C2N=N1)C(=O)N. (4) Drug 1: CC1=C2C(C(=O)C3(C(CC4C(C3C(C(C2(C)C)(CC1OC(=O)C(C(C5=CC=CC=C5)NC(=O)C6=CC=CC=C6)O)O)OC(=O)C7=CC=CC=C7)(CO4)OC(=O)C)O)C)OC(=O)C. Drug 2: CN(C(=O)NC(C=O)C(C(C(CO)O)O)O)N=O. Cell line: NCIH23. Synergy scores: CSS=10.3, Synergy_ZIP=1.55, Synergy_Bliss=-1.62, Synergy_Loewe=-56.2, Synergy_HSA=-3.30. (5) Drug 1: C1CCN(CC1)CCOC2=CC=C(C=C2)C(=O)C3=C(SC4=C3C=CC(=C4)O)C5=CC=C(C=C5)O. Drug 2: C1C(C(OC1N2C=NC(=NC2=O)N)CO)O. Cell line: TK-10. Synergy scores: CSS=2.76, Synergy_ZIP=-1.09, Synergy_Bliss=0.892, Synergy_Loewe=-2.67, Synergy_HSA=-0.439.